From a dataset of Catalyst prediction with 721,799 reactions and 888 catalyst types from USPTO. Predict which catalyst facilitates the given reaction. Reactant: IC1C=CC(C(Cl)=O)=CC=1.[CH3:11][O:12][C:13]1[CH:14]=[C:15]2[C:20](=[CH:21][C:22]=1[O:23][CH3:24])[N:19]=[CH:18][CH:17]=[C:16]2[O:25][C:26]1[CH:32]=[CH:31][C:29]([NH2:30])=[CH:28][C:27]=1[F:33].[I:34][C:35]1[CH:40]=[CH:39][C:38]([C:41]([N:43]=[C:44]=[S:45])=[O:42])=[CH:37][CH:36]=1. Product: [I:34][C:35]1[CH:36]=[CH:37][C:38]([C:41]([N:43]=[C:44]=[S:45])=[O:42])=[CH:39][CH:40]=1.[CH3:11][O:12][C:13]1[CH:14]=[C:15]2[C:20](=[CH:21][C:22]=1[O:23][CH3:24])[N:19]=[CH:18][CH:17]=[C:16]2[O:25][C:26]1[CH:32]=[CH:31][C:29]([NH:30][C:44]([NH:43][C:41](=[O:42])[C:38]2[CH:39]=[CH:40][C:35]([I:34])=[CH:36][CH:37]=2)=[S:45])=[CH:28][C:27]=1[F:33]. The catalyst class is: 234.